This data is from Catalyst prediction with 721,799 reactions and 888 catalyst types from USPTO. The task is: Predict which catalyst facilitates the given reaction. (1) Reactant: [OH:1][CH2:2][CH2:3][N:4]1[CH:8]=[C:7]([I:9])[CH:6]=[C:5]1[CH:10]=[O:11].ClCCl.CCN(CC)CC.[CH3:22][C:23]1[CH:28]=[CH:27][C:26]([S:29](Cl)(=[O:31])=[O:30])=[CH:25][CH:24]=1. Product: [CH3:22][C:23]1[CH:28]=[CH:27][C:26]([S:29]([O:1][CH2:2][CH2:3][N:4]2[CH:8]=[C:7]([I:9])[CH:6]=[C:5]2[CH:10]=[O:11])(=[O:31])=[O:30])=[CH:25][CH:24]=1. The catalyst class is: 6. (2) Reactant: [F:1][C:2]1[C:10]([O:11][C:12]2[C:17]3=[C:18]([CH3:22])[C:19]([OH:21])=[CH:20][N:16]3[N:15]=[CH:14][N:13]=2)=[CH:9][CH:8]=[C:7]2[C:3]=1[CH:4]=[C:5]([CH3:23])[NH:6]2.[CH2:24]([CH:26]1[O:28][CH2:27]1)Cl.C(=O)([O-])[O-].[K+].[K+]. Product: [F:1][C:2]1[C:10]([O:11][C:12]2[C:17]3=[C:18]([CH3:22])[C:19]([O:21][CH2:24][CH:26]4[CH2:27][O:28]4)=[CH:20][N:16]3[N:15]=[CH:14][N:13]=2)=[CH:9][CH:8]=[C:7]2[C:3]=1[CH:4]=[C:5]([CH3:23])[NH:6]2. The catalyst class is: 3. (3) Reactant: [I:1][C:2]1[CH:3]=[C:4]2[C:8](=[CH:9][CH:10]=1)[NH:7][C:6](=[O:11])[C:5]2=O.[O:13]1[C:17]2[CH:18]=[CH:19][C:20]([CH2:22][CH2:23][C:24]([NH:26][C:27]3[CH:32]=[CH:31][C:30]([C:33]([NH:35][NH2:36])=[O:34])=[CH:29][CH:28]=3)=[O:25])=[CH:21][C:16]=2[O:15][CH2:14]1. Product: [O:13]1[C:17]2[CH:18]=[CH:19][C:20]([CH2:22][CH2:23][C:24]([NH:26][C:27]3[CH:32]=[CH:31][C:30]([C:33]([NH:35][N:36]=[C:5]4[C:4]5[C:8](=[CH:9][CH:10]=[C:2]([I:1])[CH:3]=5)[NH:7][C:6]4=[O:11])=[O:34])=[CH:29][CH:28]=3)=[O:25])=[CH:21][C:16]=2[O:15][CH2:14]1. The catalyst class is: 15. (4) Reactant: [Cl:1][C:2]1[CH:7]=[CH:6][C:5]([C@@:8]2(OC)[C@H:13]([OH:14])[C@@H:12]([OH:15])[C@H:11]([OH:16])[C:10]([CH2:19][OH:20])([CH2:17][OH:18])[O:9]2)=[CH:4][C:3]=1[CH2:23][C:24]1[CH:29]=[CH:28][C:27]([OH:30])=[CH:26][CH:25]=1.CC1CCCO1.C1(C)C(S(O)(=O)=O)=CC=CC=1. Product: [Cl:1][C:2]1[CH:7]=[CH:6][C:5]([C@@:8]23[O:9][C@@:10]([CH2:19][OH:20])([CH2:17][O:18]2)[C@@H:11]([OH:16])[C@H:12]([OH:15])[C@H:13]3[OH:14])=[CH:4][C:3]=1[CH2:23][C:24]1[CH:25]=[CH:26][C:27]([OH:30])=[CH:28][CH:29]=1. The catalyst class is: 4. (5) Product: [CH:1]([C:4]1[CH:5]=[CH:6][C:7]([C:10]2[CH:15]=[CH:14][CH:13]=[CH:12][C:11]=2[CH2:16][N:17]2[CH:22]=[CH:21][CH:20]=[C:19]([C:23]([OH:25])=[O:24])[C:18]2=[O:28])=[CH:8][CH:9]=1)([CH3:3])[CH3:2]. The catalyst class is: 1. Reactant: [CH:1]([C:4]1[CH:9]=[CH:8][C:7]([C:10]2[CH:15]=[CH:14][CH:13]=[CH:12][C:11]=2[CH2:16][N:17]2[CH:22]=[CH:21][CH:20]=[C:19]([C:23]([O:25]CC)=[O:24])[C:18]2=[O:28])=[CH:6][CH:5]=1)([CH3:3])[CH3:2].[OH-].[Na+]. (6) Reactant: N(S(C(F)(F)F)(=O)=O)S(C(F)(F)F)(=O)=[O:3].[Cl:16][C:17]1[CH:18]=[C:19]([C:24]([OH:32])([CH2:29][C:30]#[CH:31])[C:25]([F:28])([F:27])[F:26])[CH:20]=[C:21]([Cl:23])[CH:22]=1. Product: [Cl:16][C:17]1[CH:18]=[C:19]([C:24]2([C:25]([F:26])([F:27])[F:28])[O:32][CH2:31][C:30](=[O:3])[CH2:29]2)[CH:20]=[C:21]([Cl:23])[CH:22]=1. The catalyst class is: 26.